Dataset: Forward reaction prediction with 1.9M reactions from USPTO patents (1976-2016). Task: Predict the product of the given reaction. (1) Given the reactants [OH-].[Na+].[C:3]([O:7][C:8]([NH:10][C@@H:11]1[CH2:16][CH2:15][CH2:14][N:13]([C:17]2[N:25]([CH2:26][C:27]3[CH:32]=[CH:31][CH:30]=[CH:29][C:28]=3[Cl:33])[C:24]3[C:23](=[O:34])[N:22]([CH3:35])[C:21](=[O:36])[N:20]([CH3:37])[C:19]=3[C:18]=2[C:38]([O:40]C)=[O:39])[CH2:12]1)=[O:9])([CH3:6])([CH3:5])[CH3:4].[Cl-].[NH4+], predict the reaction product. The product is: [C:3]([O:7][C:8]([NH:10][C@@H:11]1[CH2:16][CH2:15][CH2:14][N:13]([C:17]2[N:25]([CH2:26][C:27]3[CH:32]=[CH:31][CH:30]=[CH:29][C:28]=3[Cl:33])[C:24]3[C:23](=[O:34])[N:22]([CH3:35])[C:21](=[O:36])[N:20]([CH3:37])[C:19]=3[C:18]=2[C:38]([OH:40])=[O:39])[CH2:12]1)=[O:9])([CH3:6])([CH3:4])[CH3:5]. (2) Given the reactants [CH3:1][Si:2]([CH3:22])([CH3:21])[O:3][C:4]#[C:5][C:6]1([Si:12]([CH3:20])([CH3:19])[NH:13][Si:14]([CH3:18])([CH3:17])[CH:15]=[CH2:16])[CH2:11][CH2:10][CH2:9][CH2:8][CH2:7]1.C=C[C:25]1[CH:30]=[CH:29][CH:28]=[CH:27][CH:26]=1, predict the reaction product. The product is: [CH3:22][Si:2]([CH3:21])([CH3:1])[O:3][C:4]#[C:5][C:6]1([Si:12]([CH3:20])([CH3:19])[NH:13][Si:14]([CH3:18])([CH3:17])/[CH:15]=[CH:16]/[C:25]2[CH:30]=[CH:29][CH:28]=[CH:27][CH:26]=2)[CH2:11][CH2:10][CH2:9][CH2:8][CH2:7]1. (3) Given the reactants [C:1]([C:4]1[CH:9]=[CH:8][C:7]([N:10]=[C:11]=[S:12])=[CH:6][CH:5]=1)(O)=[O:2].S(Cl)([Cl:15])=O, predict the reaction product. The product is: [N:10]([C:7]1[CH:8]=[CH:9][C:4]([C:1]([Cl:15])=[O:2])=[CH:5][CH:6]=1)=[C:11]=[S:12]. (4) Given the reactants FC(F)(F)C(O)=O.[CH2:8]([O:12][C:13]1[N:21]=[C:20]2[C:16]([N:17]=[C:18]([O:22][CH3:23])[NH:19]2)=[C:15]([NH2:24])[N:14]=1)[CH2:9][CH2:10][CH3:11].C(=O)([O-])[O-].[K+].[K+].Br[CH2:32][CH2:33][CH:34]1[CH2:38][CH2:37][O:36][CH2:35]1, predict the reaction product. The product is: [CH2:8]([O:12][C:13]1[N:21]=[C:20]2[C:16]([N:17]=[C:18]([O:22][CH3:23])[N:19]2[CH2:32][CH2:33][CH:34]2[CH2:38][CH2:37][O:36][CH2:35]2)=[C:15]([NH2:24])[N:14]=1)[CH2:9][CH2:10][CH3:11]. (5) The product is: [CH:8]1[CH:3]=[CH:4][N:5]=[C:6]([C:11]2[CH:12]=[CH:13][CH:14]=[C:9]([C:4]3[CH:3]=[CH:8][CH:7]=[CH:6][N:5]=3)[N:10]=2)[CH:7]=1. Given the reactants OC[C:3]1[C:4]([C:9]2[C:14](C3C=CC=CN=3)=[CH:13][CH:12]=[CH:11][N:10]=2)=[N:5][CH:6]=[CH:7][CH:8]=1.[H-].[Na+], predict the reaction product. (6) Given the reactants C(=O)([O-])[O-].[K+].[K+].Br[C:8]1[N:13]([CH3:14])[C:12](=[O:15])[N:11]([CH2:16][C:17]2[CH:22]=[CH:21][C:20]([O:23][CH3:24])=[C:19]([O:25][CH3:26])[CH:18]=2)[C:10](=[O:27])[C:9]=1[CH3:28].[OH:29][C:30]1[CH:35]=[CH:34][C:33](B(O)O)=[C:32]([CH3:39])[CH:31]=1.O1CCOCC1, predict the reaction product. The product is: [CH3:26][O:25][C:19]1[CH:18]=[C:17]([CH:22]=[CH:21][C:20]=1[O:23][CH3:24])[CH2:16][N:11]1[C:10](=[O:27])[C:9]([CH3:28])=[C:8]([C:33]2[CH:34]=[CH:35][C:30]([OH:29])=[CH:31][C:32]=2[CH3:39])[N:13]([CH3:14])[C:12]1=[O:15].